Predict which catalyst facilitates the given reaction. From a dataset of Catalyst prediction with 721,799 reactions and 888 catalyst types from USPTO. (1) The catalyst class is: 3. Reactant: [Br:1][C:2]1[CH:3]=[N:4][C:5]([N:8]2[CH2:13][CH2:12][CH:11]([C@H:14]3[CH2:16][C@H:15]3[CH2:17][OH:18])[CH2:10][CH2:9]2)=[N:6][CH:7]=1.[H-].[Na+].Br[CH2:22][C:23]1[CH:28]=[CH:27][C:26]([S:29][CH3:30])=[CH:25][CH:24]=1. Product: [Br:1][C:2]1[CH:3]=[N:4][C:5]([N:8]2[CH2:13][CH2:12][CH:11]([C@H:14]3[CH2:16][C@H:15]3[CH2:17][O:18][CH2:22][C:23]3[CH:28]=[CH:27][C:26]([S:29][CH3:30])=[CH:25][CH:24]=3)[CH2:10][CH2:9]2)=[N:6][CH:7]=1. (2) Reactant: [F:1][C:2]1[N:7]=[CH:6][C:5]([NH2:8])=[CH:4][CH:3]=1.C([Mg]Cl)(C)C.[CH:14]([C:17]1[CH:21]=[C:20]([NH:22][C:23]2[C:24]3[CH2:40][CH2:39][C:38]([CH3:42])([CH3:41])[C:25]=3[N:26]=[C:27]([N:29]3[CH2:33][CH2:32][CH2:31][CH:30]3[C:34](OC)=[O:35])[N:28]=2)[NH:19][N:18]=1)([CH3:16])[CH3:15]. Product: [F:1][C:2]1[N:7]=[CH:6][C:5]([NH:8][C:34]([CH:30]2[CH2:31][CH2:32][CH2:33][N:29]2[C:27]2[N:28]=[C:23]([NH:22][C:20]3[NH:19][N:18]=[C:17]([CH:14]([CH3:16])[CH3:15])[CH:21]=3)[C:24]3[CH2:40][CH2:39][C:38]([CH3:42])([CH3:41])[C:25]=3[N:26]=2)=[O:35])=[CH:4][CH:3]=1. The catalyst class is: 1. (3) Reactant: [Br:1][C:2]1[CH:3]=[CH:4][C:5]([F:9])=[C:6]([CH3:8])[CH:7]=1.C1C(=O)N([Br:17])C(=O)C1. Product: [Br:1][C:2]1[CH:3]=[CH:4][C:5]([F:9])=[C:6]([CH:7]=1)[CH2:8][Br:17]. The catalyst class is: 53.